Predict the product of the given reaction. From a dataset of Forward reaction prediction with 1.9M reactions from USPTO patents (1976-2016). (1) Given the reactants [CH:1]1([N:6]2[C:11]3[N:12]=[C:13]([NH:17][CH3:18])[N:14]=[C:15]([CH3:16])[C:10]=3[CH:9]=[C:8](B(O)O)[C:7]2=[O:22])[CH2:5][CH2:4][CH2:3][CH2:2]1.Cl.Br[C:25]1[CH:26]=[C:27]([CH:30]=[CH:31][C:32]=1[F:33])[CH2:28][NH2:29].C(=O)([O-])[O-].[K+].[K+], predict the reaction product. The product is: [NH2:29][CH2:28][C:27]1[CH:26]=[CH:25][C:32]([F:33])=[C:31]([C:8]2[C:7](=[O:22])[N:6]([CH:1]3[CH2:5][CH2:4][CH2:3][CH2:2]3)[C:11]3[N:12]=[C:13]([NH:17][CH3:18])[N:14]=[C:15]([CH3:16])[C:10]=3[CH:9]=2)[CH:30]=1. (2) The product is: [CH3:1][N:2]1[CH2:19][CH2:18][C:5]2[N:6](/[CH:37]=[C:38](/[C:40]3[CH:45]=[CH:44][N:43]=[CH:42][CH:41]=3)\[CH3:39])[C:7]3[CH:8]=[CH:9][C:10]([O:13][C:14]([F:17])([F:15])[F:16])=[CH:11][C:12]=3[C:4]=2[CH2:3]1. Given the reactants [CH3:1][N:2]1[CH2:19][CH2:18][C:5]2[NH:6][C:7]3[CH:8]=[CH:9][C:10]([O:13][C:14]([F:17])([F:16])[F:15])=[CH:11][C:12]=3[C:4]=2[CH2:3]1.N1CCC[C@H]1C(O)=O.P([O-])([O-])([O-])=O.[K+].[K+].[K+].Br[CH:37]=[C:38]([C:40]1[CH:45]=[CH:44][N:43]=[CH:42][CH:41]=1)[CH3:39], predict the reaction product. (3) The product is: [Cl:30][C:31]1[CH:32]=[CH:33][C:34]([C:37]2[N:38]=[C:39]3[CH:44]=[CH:43][C:42]([C:45]([NH:22][CH3:19])=[O:46])=[CH:41][N:40]3[C:48]=2[CH2:49][OH:50])=[CH:35][CH:36]=1. Given the reactants CCCP1(OP(CCC)(=O)OP(CCC)(=O)O1)=O.[CH:19]([N:22](C(C)C)CC)(C)C.CN.[Cl:30][C:31]1[CH:36]=[CH:35][C:34]([C:37]2[N:38]=[C:39]3[CH:44]=[CH:43][C:42]([C:45]([O-])=[O:46])=[CH:41][N:40]3[C:48]=2[CH2:49][OH:50])=[CH:33][CH:32]=1.[Na+], predict the reaction product. (4) Given the reactants C(N(C(C)C)CC)(C)C.CN(C(ON1N=NC2C=CC=NC1=2)=[N+](C)C)C.F[P-](F)(F)(F)(F)F.[C:34](O)(=[O:36])[CH3:35].[Cl:38][C:39]1[C:40]([F:68])=[C:41]([NH:45][C:46]2[C:55]3[C:50](=[CH:51][C:52]([O:66][CH3:67])=[C:53]([CH2:56][N:57]([CH3:65])[C:58]4([C:62]([NH2:64])=[O:63])[CH2:61][NH:60][CH2:59]4)[CH:54]=3)[N:49]=[CH:48][N:47]=2)[CH:42]=[CH:43][CH:44]=1, predict the reaction product. The product is: [C:34]([N:60]1[CH2:61][C:58]([N:57]([CH2:56][C:53]2[CH:54]=[C:55]3[C:50](=[CH:51][C:52]=2[O:66][CH3:67])[N:49]=[CH:48][N:47]=[C:46]3[NH:45][C:41]2[CH:42]=[CH:43][CH:44]=[C:39]([Cl:38])[C:40]=2[F:68])[CH3:65])([C:62]([NH2:64])=[O:63])[CH2:59]1)(=[O:36])[CH3:35].